Task: Predict the product of the given reaction.. Dataset: Forward reaction prediction with 1.9M reactions from USPTO patents (1976-2016) (1) Given the reactants [CH2:1]([N:4]1[CH2:9][CH2:8][CH:7]([C:10]([O:12]CC)=[O:11])[CH2:6][CH2:5]1)[CH2:2][CH3:3].[OH-].[Na+].Cl, predict the reaction product. The product is: [CH2:1]([N:4]1[CH2:5][CH2:6][CH:7]([C:10]([OH:12])=[O:11])[CH2:8][CH2:9]1)[CH2:2][CH3:3]. (2) The product is: [ClH:36].[N:8]1([C:5]2[CH:6]=[CH:7][C:2]([NH:1][S:33]([C:32]3[C:28]([CH3:27])=[N:29][O:30][C:31]=3[CH3:37])(=[O:35])=[O:34])=[C:3]([NH:22][S:23]([CH3:26])(=[O:24])=[O:25])[CH:4]=2)[CH2:14][CH2:13][CH2:12][NH:11][CH2:10][CH2:9]1. Given the reactants [NH2:1][C:2]1[CH:7]=[CH:6][C:5]([N:8]2[CH2:14][CH2:13][CH2:12][N:11](C(OC(C)(C)C)=O)[CH2:10][CH2:9]2)=[CH:4][C:3]=1[NH:22][S:23]([CH3:26])(=[O:25])=[O:24].[CH3:27][C:28]1[C:32]([S:33]([Cl:36])(=[O:35])=[O:34])=[C:31]([CH3:37])[O:30][N:29]=1, predict the reaction product.